From a dataset of Forward reaction prediction with 1.9M reactions from USPTO patents (1976-2016). Predict the product of the given reaction. (1) Given the reactants [NH2:1][C:2]1[CH:3]=[C:4]([CH:8]=[CH:9][CH:10]=1)[C:5]([NH2:7])=[O:6].C(O)(=O)C.[CH:15](OCC)(OCC)OCC.[N-:25]=[N+:26]=[N-:27].[Na+].Cl.N([O-])=O.[Na+], predict the reaction product. The product is: [N:1]1([C:2]2[CH:3]=[C:4]([CH:8]=[CH:9][CH:10]=2)[C:5]([NH2:7])=[O:6])[CH:15]=[N:27][N:26]=[N:25]1. (2) Given the reactants [OH:1][C:2]1[C:7]([CH:8]=[O:9])=[CH:6][C:5]([O:10][CH3:11])=[N:4][CH:3]=1.Cl.Cl[CH2:14][C:15]1[C:16]([C:21]2[N:25]([CH3:26])[N:24]=[CH:23][CH:22]=2)=[N:17][CH:18]=[CH:19][CH:20]=1.C([O-])([O-])=O.[K+].[K+], predict the reaction product. The product is: [CH3:11][O:10][C:5]1[CH:6]=[C:7]([C:2]([O:1][CH2:14][C:15]2[C:16]([C:21]3[N:25]([CH3:26])[N:24]=[CH:23][CH:22]=3)=[N:17][CH:18]=[CH:19][CH:20]=2)=[CH:3][N:4]=1)[CH:8]=[O:9]. (3) Given the reactants Cl[C:2]([O:4][C:5]1[CH:10]=[CH:9][C:8]([O:11][C:12]2[CH:17]=[CH:16][C:15]([C:18]([F:21])([F:20])[F:19])=[CH:14][N:13]=2)=[CH:7][CH:6]=1)=[O:3].Cl.[CH3:23][N:24]([CH2:31][CH2:32][C:33]1[CH:38]=[CH:37][CH:36]=[CH:35][CH:34]=1)[CH:25]1[CH2:30][CH2:29][NH:28][CH2:27][CH2:26]1, predict the reaction product. The product is: [F:19][C:18]([F:21])([F:20])[C:15]1[CH:16]=[CH:17][C:12]([O:11][C:8]2[CH:9]=[CH:10][C:5]([O:4][C:2]([N:28]3[CH2:27][CH2:26][CH:25]([N:24]([CH3:23])[CH2:31][CH2:32][C:33]4[CH:38]=[CH:37][CH:36]=[CH:35][CH:34]=4)[CH2:30][CH2:29]3)=[O:3])=[CH:6][CH:7]=2)=[N:13][CH:14]=1.